This data is from CYP1A2 inhibition data for predicting drug metabolism from PubChem BioAssay. The task is: Regression/Classification. Given a drug SMILES string, predict its absorption, distribution, metabolism, or excretion properties. Task type varies by dataset: regression for continuous measurements (e.g., permeability, clearance, half-life) or binary classification for categorical outcomes (e.g., BBB penetration, CYP inhibition). Dataset: cyp1a2_veith. (1) The molecule is COc1ccc(C2C(=O)N(C3CCCCCC3)CC(=O)N2Cc2ccccc2)cc1OC. The result is 0 (non-inhibitor). (2) The drug is Cc1nc(N=Nc2ccc(S(=O)(=O)[O-])cc2S(=O)(=O)[O-])c(COP(=O)([O-])[O-])c(C=O)c1O.[Na+].[Na+].[Na+].[Na+]. The result is 0 (non-inhibitor).